From a dataset of TCR-epitope binding with 47,182 pairs between 192 epitopes and 23,139 TCRs. Binary Classification. Given a T-cell receptor sequence (or CDR3 region) and an epitope sequence, predict whether binding occurs between them. (1) The epitope is NLVPMVATV. The TCR CDR3 sequence is CSARARDYSASQETQYF. Result: 1 (the TCR binds to the epitope). (2) The epitope is IPRRNVATL. The TCR CDR3 sequence is CASSLRGADNEQFF. Result: 0 (the TCR does not bind to the epitope). (3) The TCR CDR3 sequence is CASSQGTLYEQYF. Result: 1 (the TCR binds to the epitope). The epitope is QECVRGTTVL. (4) The epitope is DPFRLLQNSQVFS. The TCR CDR3 sequence is CASSPRLGGSYEQYF. Result: 1 (the TCR binds to the epitope).